The task is: Predict the reactants needed to synthesize the given product.. This data is from Full USPTO retrosynthesis dataset with 1.9M reactions from patents (1976-2016). (1) Given the product [Cl:8][C:6]1[CH:5]=[C:4]([NH:9][C:10]2[N:13]=[C:14]([C:15]([F:16])([F:17])[F:18])[NH:21][N:20]=2)[CH:3]=[C:2]([Cl:1])[CH:7]=1, predict the reactants needed to synthesize it. The reactants are: [Cl:1][C:2]1[CH:3]=[C:4]([N:9]2CS/[C:10]/2=[N:13]\[C:14](=O)[C:15]([F:18])([F:17])[F:16])[CH:5]=[C:6]([Cl:8])[CH:7]=1.[NH2:20][NH2:21].C(#N)C. (2) Given the product [C:25]([NH:1][C@@H:2]1[CH2:7][CH2:6][CH2:5][CH2:4][C@H:3]1[NH:8][C:9](=[O:15])[O:10][C:11]([CH3:12])([CH3:14])[CH3:13])(=[O:28])[CH:26]=[CH2:27], predict the reactants needed to synthesize it. The reactants are: [NH2:1][C@@H:2]1[CH2:7][CH2:6][CH2:5][CH2:4][C@H:3]1[NH:8][C:9](=[O:15])[O:10][C:11]([CH3:14])([CH3:13])[CH3:12].C(N(C(C)C)CC)(C)C.[C:25](Cl)(=[O:28])[CH:26]=[CH2:27]. (3) Given the product [N+:1]([C:4]1[CH:10]=[C:9]([NH2:21])[CH:8]=[CH:7][C:5]=1[S:18][C:12]1[CH:17]=[CH:16][CH:15]=[CH:14][CH:13]=1)([O-:3])=[O:2], predict the reactants needed to synthesize it. The reactants are: [N+:1]([C:4]1[CH:10]=[C:9](Cl)[CH:8]=[CH:7][C:5]=1N)([O-:3])=[O:2].[C:12]1([SH:18])[CH:17]=[CH:16][CH:15]=[CH:14][CH:13]=1.[Na].C[N:21](C=O)C. (4) Given the product [CH3:1][O:2][C:3]1[N:8]=[CH:7][C:6]([N:9]2[C:13]([C:14]3[CH:15]=[CH:16][CH:17]=[CH:18][CH:19]=3)=[CH:12][C:11]([C:20]([N:22]3[CH2:27][CH2:26][N:25]([CH:34]([CH3:36])[CH3:35])[CH2:24][CH2:23]3)=[O:21])=[N:10]2)=[CH:5][CH:4]=1, predict the reactants needed to synthesize it. The reactants are: [CH3:1][O:2][C:3]1[N:8]=[CH:7][C:6]([N:9]2[C:13]([C:14]3[CH:19]=[CH:18][CH:17]=[CH:16][CH:15]=3)=[CH:12][C:11]([C:20]([N:22]3[CH2:27][CH2:26][NH:25][CH2:24][CH2:23]3)=[O:21])=[N:10]2)=[CH:5][CH:4]=1.C(=O)([O-])[O-].[K+].[K+].[CH:34](Br)([CH3:36])[CH3:35]. (5) Given the product [CH:17]1([C:15]([NH:14][C:9]2[S:8][C:7]3[CH:2]([O:34][CH2:33][CH2:32][O:31][CH2:29][CH3:30])[O:3][CH2:4][CH2:5][C:6]=3[C:10]=2[C:11]([NH2:13])=[O:12])=[O:16])[CH2:19][CH2:18]1, predict the reactants needed to synthesize it. The reactants are: Br[CH:2]1[C:7]2[S:8][C:9]([NH:14][C:15]([CH:17]3[CH2:19][CH2:18]3)=[O:16])=[C:10]([C:11]([NH2:13])=[O:12])[C:6]=2[CH2:5][CH2:4][O:3]1.C(N(C(C)C)CC)(C)C.[CH2:29]([O:31][CH2:32][CH2:33][OH:34])[CH3:30]. (6) Given the product [Cl:21][C:6]1[CH:7]=[CH:12][C:18]([CH2:19][CH3:20])=[CH:17][N:13]=1, predict the reactants needed to synthesize it. The reactants are: O=P(Cl)(Cl)Cl.[CH2:6]([N:13](/[CH:17]=[CH:18]/[CH2:19][CH3:20])C(=O)C)[C:7]1[CH:12]=CC=CC=1.[ClH:21].